Task: Predict which catalyst facilitates the given reaction.. Dataset: Catalyst prediction with 721,799 reactions and 888 catalyst types from USPTO (1) Reactant: Cl[C:2]1[CH:7]=[C:6]([Cl:8])[C:5]([N+:9]([O-:11])=[O:10])=[CH:4][C:3]=1[N+:12]([O-:14])=[O:13].[CH3:15][O:16][C:17]1[CH:23]=[CH:22][C:20]([NH2:21])=[CH:19][CH:18]=1.C([O-])([O-])=O.[K+].[K+]. Product: [Cl:8][C:6]1[C:5]([N+:9]([O-:11])=[O:10])=[CH:4][C:3]([N+:12]([O-:14])=[O:13])=[C:2]([CH:7]=1)[NH:21][C:20]1[CH:22]=[CH:23][C:17]([O:16][CH3:15])=[CH:18][CH:19]=1. The catalyst class is: 16. (2) Reactant: [Br:1][C:2]1[CH:7]=[C:6]2[NH:8][CH2:9][C:10]3([CH2:15][CH2:14][O:13][CH2:12][CH2:11]3)[C:5]2=[CH:4][CH:3]=1.Cl[C:17]1[N:25]=[C:24](F)[N:23]=[C:22]2[C:18]=1[N:19]=[CH:20][NH:21]2.C[CH2:28][N:29](C(C)C)C(C)C.CN. The catalyst class is: 107. Product: [Br:1][C:2]1[CH:7]=[C:6]2[N:8]([C:17]3[N:25]=[C:24]([NH:29][CH3:28])[N:23]=[C:22]4[C:18]=3[N:19]=[CH:20][NH:21]4)[CH2:9][C:10]3([CH2:15][CH2:14][O:13][CH2:12][CH2:11]3)[C:5]2=[CH:4][CH:3]=1. (3) The catalyst class is: 16. Product: [C:39]([CH2:2][C:3]1([NH:6][C:7]([NH:9][C@@:10]([C:25]2[CH:30]=[C:29]([O:31][C:32]([F:37])([F:36])[CH:33]([F:35])[F:34])[CH:28]=[C:27]([F:38])[CH:26]=2)([C:18]2[CH:23]=[CH:22][C:21]([F:24])=[CH:20][CH:19]=2)[CH2:11][C:12]2[CH:17]=[CH:16][CH:15]=[CH:14][CH:13]=2)=[O:8])[CH2:5][CH2:4]1)#[N:40]. Reactant: Br[CH2:2][C:3]1([NH:6][C:7]([NH:9][C@@:10]([C:25]2[CH:30]=[C:29]([O:31][C:32]([F:37])([F:36])[CH:33]([F:35])[F:34])[CH:28]=[C:27]([F:38])[CH:26]=2)([C:18]2[CH:23]=[CH:22][C:21]([F:24])=[CH:20][CH:19]=2)[CH2:11][C:12]2[CH:17]=[CH:16][CH:15]=[CH:14][CH:13]=2)=[O:8])[CH2:5][CH2:4]1.[C-:39]#[N:40].[Na+]. (4) Reactant: C(N(C(C)C)CC)(C)C.Br.[Br:11][C:12]1[CH:17]=[CH:16][C:15]([C:18]2[N:19]=[C:20]([NH:24][C:25]([CH3:29])([CH3:28])[CH2:26][OH:27])[S:21][C:22]=2[CH3:23])=[CH:14][CH:13]=1.Cl[C:31](Cl)([O:33]C(=O)OC(Cl)(Cl)Cl)Cl. Product: [Br:11][C:12]1[CH:13]=[CH:14][C:15]([C:18]2[N:19]=[C:20]([N:24]3[C:25]([CH3:29])([CH3:28])[CH2:26][O:27][C:31]3=[O:33])[S:21][C:22]=2[CH3:23])=[CH:16][CH:17]=1. The catalyst class is: 2. (5) Reactant: [Cl:1][C:2]1[CH:7]=[CH:6][C:5]([N+:8]([O-:10])=[O:9])=[C:4](F)[CH:3]=1.[CH3:12][CH:13]1[CH2:18][CH2:17][NH:16][CH2:15][CH2:14]1. Product: [Cl:1][C:2]1[CH:7]=[CH:6][C:5]([N+:8]([O-:10])=[O:9])=[C:4]([N:16]2[CH2:17][CH2:18][CH:13]([CH3:12])[CH2:14][CH2:15]2)[CH:3]=1. The catalyst class is: 14.